Dataset: Forward reaction prediction with 1.9M reactions from USPTO patents (1976-2016). Task: Predict the product of the given reaction. (1) Given the reactants [F:1][C:2]([F:8])([CH:5]([F:7])[F:6])[CH2:3][OH:4].N1C=CC=CC=1.C(=O)=O.[CH2:18]([O:20][C:21](Cl)=[O:22])[CH3:19], predict the reaction product. The product is: [C:21](=[O:22])([O:4][CH2:3][C:2]([F:8])([F:1])[CH:5]([F:7])[F:6])[O:20][CH2:18][CH3:19]. (2) Given the reactants C(N[C:5]1[CH:14]=[CH:13][C:8]([C:9]([O:11][CH3:12])=[O:10])=[CH:7][N:6]=1)(=O)C.Cl[C:16]([F:21])([F:20])C([O-])=O.[Na+].C1OCCOCCOCCOCCOCC[O:25]C1.OS([O-])(=O)=O.[K+], predict the reaction product. The product is: [F:20][CH:16]([F:21])[N:6]1[C:5](=[O:25])[CH:14]=[CH:13][C:8]([C:9]([O:11][CH3:12])=[O:10])=[CH:7]1. (3) The product is: [Cl:19][C:20]1[CH:26]=[CH:25][CH:24]=[CH:23][C:21]=1[NH:22][C:12]([C:3]1[C:2]([NH2:1])=[CH:11][C:10]2[C:5](=[CH:6][CH:7]=[CH:8][CH:9]=2)[CH:4]=1)=[O:14]. Given the reactants [NH2:1][C:2]1[C:3]([C:12]([OH:14])=O)=[CH:4][C:5]2[C:10]([CH:11]=1)=[CH:9][CH:8]=[CH:7][CH:6]=2.O=S(Cl)Cl.[Cl:19][C:20]1[CH:26]=[CH:25][CH:24]=[CH:23][C:21]=1[NH2:22].C(Cl)(Cl)Cl, predict the reaction product. (4) Given the reactants [C:1]([O:5][C:6]([NH:8][C@@:9]1([CH3:32])[CH2:13][CH2:12][C@@H:11]([NH:14][C:15]2[C:16]3[N:17]([CH:24]=[C:25]([C:27](O)=[O:28])[CH:26]=3)[N:18]=[CH:19][C:20]=2[C:21](=[O:23])[NH2:22])[C:10]1([CH3:31])[CH3:30])=[O:7])([CH3:4])([CH3:3])[CH3:2].C1C=CC2N(O)N=NC=2C=1.CCN(C(C)C)C(C)C.CCN=C=NCCCN(C)C.[NH:63]([C:65]([S:67][CH3:68])=[S:66])[NH2:64], predict the reaction product. The product is: [C:1]([O:5][C:6]([NH:8][C@@:9]1([CH3:32])[CH2:13][CH2:12][C@@H:11]([NH:14][C:15]2[C:16]3[N:17]([CH:24]=[C:25]([C:27]([NH:64][NH:63][C:65]([S:67][CH3:68])=[S:66])=[O:28])[CH:26]=3)[N:18]=[CH:19][C:20]=2[C:21](=[O:23])[NH2:22])[C:10]1([CH3:30])[CH3:31])=[O:7])([CH3:2])([CH3:4])[CH3:3]. (5) Given the reactants [CH3:1][O:2][CH2:3][CH2:4][N:5]1[CH2:11][CH2:10][C:9]2[CH:12]=[C:13]([NH2:16])[CH:14]=[CH:15][C:8]=2[CH2:7][CH2:6]1.Cl[C:18]1[N:23]=[C:22]([NH:24][C:25]2[C:34]([Cl:35])=[CH:33][CH:32]=[CH:31][C:26]=2[C:27]([NH:29][CH3:30])=[O:28])[C:21]([Cl:36])=[CH:20][N:19]=1, predict the reaction product. The product is: [Cl:35][C:34]1[C:25]([NH:24][C:22]2[C:21]([Cl:36])=[CH:20][N:19]=[C:18]([NH:16][C:13]3[CH:14]=[CH:15][C:8]4[CH2:7][CH2:6][N:5]([CH2:4][CH2:3][O:2][CH3:1])[CH2:11][CH2:10][C:9]=4[CH:12]=3)[N:23]=2)=[C:26]([CH:31]=[CH:32][CH:33]=1)[C:27]([NH:29][CH3:30])=[O:28]. (6) Given the reactants [Cl:1][C:2]1[CH:7]=[CH:6][C:5]([S:8][C:9]2[C:10]([C:14]3[CH:19]=[CH:18][C:17](S(C)(=O)=O)=[CH:16][CH:15]=3)=[N:11][NH:12][CH:13]=2)=[CH:4][CH:3]=1.[Br:24]CC(C1C=CC(Br)=CC=1)=O, predict the reaction product. The product is: [Br:24][C:17]1[CH:18]=[CH:19][C:14]([C:10]2[C:9]([S:8][C:5]3[CH:6]=[CH:7][C:2]([Cl:1])=[CH:3][CH:4]=3)=[CH:13][NH:12][N:11]=2)=[CH:15][CH:16]=1. (7) Given the reactants [I:1]C1NC=CN=1.[C:7]1([C:13](Cl)([C:20]2[CH:25]=[CH:24][CH:23]=[CH:22][CH:21]=2)[C:14]2[CH:19]=[CH:18][CH:17]=[CH:16][CH:15]=2)[CH:12]=[CH:11][CH:10]=[CH:9][CH:8]=1.C([N:29]([CH2:32]C)CC)C.C[N:35]([CH:37]=O)[CH3:36], predict the reaction product. The product is: [C:7]1([C:13]([C:20]2[CH:25]=[CH:24][CH:23]=[CH:22][CH:21]=2)([C:14]2[CH:19]=[CH:18][CH:17]=[CH:16][CH:15]=2)[N:29]2[CH:32]=[C:36]([I:1])[N:35]=[CH:37]2)[CH:12]=[CH:11][CH:10]=[CH:9][CH:8]=1.